Task: Predict the reaction yield, written as a fraction of the theoretical maximum amount of product (1.0 means a 100% yield; for example, 0.34 means a 34% yield).. Dataset: Reaction yield outcomes from USPTO patents with 853,638 reactions (1) The reactants are Cl[C:2]1[CH:3]=[C:4]([CH:9]=[CH:10][C:11]=1[NH:12][CH:13]1[CH2:16][CH2:15][CH2:14]1)[C:5]([O:7][CH3:8])=[O:6].[O:17]1[CH2:22][CH2:21][CH:20]([CH:23]2[CH2:28][CH2:27][C:26](=O)[CH2:25][CH2:24]2)[CH2:19][CH2:18]1.C(O)(=O)C.S([O-])([O-])(=O)=O.[Mg+2].P([O-])([O-])([O-])=O.[K+].[K+].[K+]. The catalyst is CC(N(C)C)=O.CC(C)([P](C(C)(C)C)([Pd][P](C(C)(C)C)(C(C)(C)C)C(C)(C)C)C(C)(C)C)C. The product is [CH:13]1([N:12]2[C:26]3[CH2:27][CH2:28][CH:23]([CH:20]4[CH2:19][CH2:18][O:17][CH2:22][CH2:21]4)[CH2:24][C:25]=3[C:2]3[C:11]2=[CH:10][CH:9]=[C:4]([C:5]([O:7][CH3:8])=[O:6])[CH:3]=3)[CH2:16][CH2:15][CH2:14]1. The yield is 0.770. (2) The yield is 0.630. The catalyst is C(Cl)Cl. The product is [O:1]1[CH2:6][CH2:5][O:4][C:3]2[CH:7]=[C:8]([OH:21])[CH:9]=[CH:10][C:2]1=2. The reactants are [O:1]1[CH2:6][CH2:5][O:4][C:3]2[CH:7]=[C:8](C=O)[CH:9]=[CH:10][C:2]1=2.C1C=C(Cl)C=C(C(OO)=[O:21])C=1. (3) The reactants are [NH2:1][C:2]1[C:7]2C(=O)[N:9]([C:13]3[CH:18]=[C:17]([CH3:19])[C:16]([C:20]4[C:21]([CH3:30])=N[N:23]([CH2:25][C:26]([F:29])([F:28])C)[CH:24]=4)=[C:15]([CH3:31])[CH:14]=3)[CH2:10][CH2:11][O:12][C:6]=2[N:5]=[CH:4][N:3]=1.NC1C2C(=O)N(C3C=C(C)C(C4C=NN(CC(F)([F:61])C)C=4C)=C(C)C=3)CCOC=2N=CN=1.[C:65]([O-:68])([O-])=O.[K+].[K+].[O:71]1[CH2:76]COCC1.O. The catalyst is O.C(Cl)Cl.C1C=CC(P(C2C=CC=CC=2)[C-]2C=CC=C2)=CC=1.C1C=CC(P(C2C=CC=CC=2)[C-]2C=CC=C2)=CC=1.Cl[Pd]Cl.[Fe+2]. The product is [NH2:1][C:2]1[C:7]2[C:65](=[O:68])[N:9]([C:13]3[CH:18]=[C:17]([CH3:19])[C:16]([C:20]4[CH:21]=[CH:30][C:76](=[O:71])[N:23]([CH2:25][C:26]([F:61])([F:29])[F:28])[CH:24]=4)=[C:15]([CH3:31])[CH:14]=3)[CH2:10][CH2:11][O:12][C:6]=2[N:5]=[CH:4][N:3]=1. The yield is 0.282. (4) The reactants are [Br:1][C:2]1[CH:7]=[CH:6][CH:5]=[C:4]([F:8])[C:3]=1[CH3:9].C1C(=O)[N:14](Br)[C:12](=O)C1.CC(N=NC(C#N)(C)C)(C#N)C.[C-]#N.[Na+]. The catalyst is C(Cl)(Cl)(Cl)Cl.O. The product is [Br:1][C:2]1[CH:7]=[CH:6][CH:5]=[C:4]([F:8])[C:3]=1[CH2:9][C:12]#[N:14]. The yield is 0.690.